Dataset: Full USPTO retrosynthesis dataset with 1.9M reactions from patents (1976-2016). Task: Predict the reactants needed to synthesize the given product. (1) Given the product [Br:1][C:2]1[CH:10]=[CH:9][C:5]([C:6]([O:8][C:14]2[CH:13]=[C:12]([F:11])[C:17]([F:18])=[C:16]([F:19])[CH:15]=2)=[O:7])=[CH:4][CH:3]=1, predict the reactants needed to synthesize it. The reactants are: [Br:1][C:2]1[CH:10]=[CH:9][C:5]([C:6]([OH:8])=[O:7])=[CH:4][CH:3]=1.[F:11][C:12]1[CH:13]=[C:14](O)[CH:15]=[C:16]([F:19])[C:17]=1[F:18].ClCCl.Cl.C(N=C=NCCCN(C)C)C. (2) The reactants are: Br[C:2]1[CH:10]=[C:9]2[C:5]([C:6]([C:22]#[N:23])=[C:7]([C:13]3[CH:18]=[CH:17][C:16]([O:19][CH2:20][CH3:21])=[CH:15][CH:14]=3)[N:8]2[CH2:11][CH3:12])=[CH:4][CH:3]=1.BrC1C=C2C(C=CN2)=CC=1.[C:34]([N:41]1[CH2:46][CH2:45][NH:44][CH2:43][CH2:42]1)([O:36][C:37]([CH3:40])([CH3:39])[CH3:38])=[O:35].C1(C)C=CC=CC=1. Given the product [C:37]([O:36][C:34]([N:41]1[CH2:46][CH2:45][N:44]([C:2]2[CH:10]=[C:9]3[C:5]([C:6]([C:22]#[N:23])=[C:7]([C:13]4[CH:18]=[CH:17][C:16]([O:19][CH2:20][CH3:21])=[CH:15][CH:14]=4)[N:8]3[CH2:11][CH3:12])=[CH:4][CH:3]=2)[CH2:43][CH2:42]1)=[O:35])([CH3:40])([CH3:38])[CH3:39], predict the reactants needed to synthesize it. (3) The reactants are: [CH2:1]([O:8][C:9]1[C:14]([CH3:15])=[C:13]([CH3:16])[C:12]([O:17][CH2:18][C:19]2[CH:24]=[CH:23][CH:22]=[CH:21][CH:20]=2)=[C:11]([CH3:25])[C:10]=1[CH:26](O)[CH2:27][CH:28]=[CH2:29])[C:2]1[CH:7]=[CH:6][CH:5]=[CH:4][CH:3]=1.[SiH](CC)(CC)CC.FC(F)(F)C(O)=O. Given the product [CH2:1]([O:8][C:9]1[C:14]([CH3:15])=[C:13]([CH3:16])[C:12]([O:17][CH2:18][C:19]2[CH:24]=[CH:23][CH:22]=[CH:21][CH:20]=2)=[C:11]([CH3:25])[C:10]=1[CH2:26][CH2:27][CH:28]=[CH2:29])[C:2]1[CH:3]=[CH:4][CH:5]=[CH:6][CH:7]=1, predict the reactants needed to synthesize it. (4) Given the product [Br:5][C:6]1[CH:11]=[CH:10][C:9]([CH2:12][C:13](=[O:14])[CH2:1][CH3:2])=[CH:8][CH:7]=1, predict the reactants needed to synthesize it. The reactants are: [CH2:1]([Mg]Cl)[CH3:2].[Br:5][C:6]1[CH:11]=[CH:10][C:9]([CH2:12][C:13](N(OC)C)=[O:14])=[CH:8][CH:7]=1. (5) Given the product [Cl:12][C:5]1[N:4]=[C:3]2[C:8]([N:9]=[CH:10][N:2]2[CH3:1])=[C:7]([NH:21][CH2:13][CH2:14][C:15]2[CH:20]=[CH:19][CH:18]=[CH:17][CH:16]=2)[N:6]=1, predict the reactants needed to synthesize it. The reactants are: [CH3:1][N:2]1[CH:10]=[N:9][C:8]2[C:3]1=[N:4][C:5]([Cl:12])=[N:6][C:7]=2Cl.[CH2:13]([NH2:21])[CH2:14][C:15]1[CH:20]=[CH:19][CH:18]=[CH:17][CH:16]=1.